From a dataset of Drug-target binding data from BindingDB using IC50 measurements. Regression. Given a target protein amino acid sequence and a drug SMILES string, predict the binding affinity score between them. We predict pIC50 (pIC50 = -log10(IC50 in M); higher means more potent). Dataset: bindingdb_ic50. (1) The small molecule is c1ccc(C2CCCN2c2ccnc3[nH]ccc23)cc1. The target protein (P36639) has sequence MYWSNQITRRLGERVQGFMSGISPQQMGEPEGSWSGKNPGTMGASRLYTLVLVLQPQRVLLGMKKRGFGAGRWNGFGGKVQEGETIEDGARRELQEESGLTVDALHKVGQIVFEFVGEPELMDVHVFCTDSIQGTPVESDEMRPCWFQLDQIPFKDMWPDDSYWFPLLLQKKKFHGYFKFQGQDTILDYTLREVDTV. The pIC50 is 8.3. (2) The small molecule is CCn1c(=O)c2cnc3c(OC)cccc3c2n(C(C)C)c1=O. The target protein (Q99732) has sequence MSVPGPYQAATGPSSAPSAPPSYEETVAVNSYYPTPPAPMPGPTTGLVTGPDGKGMNPPSYYTQPAPIPNNNPITVQTVYVQHPITFLDRPIQMCCPSCNKMIVSQLSYNAGALTWLSCGSLCLLGCIAGCCFIPFCVDALQDVDHYCPNCRALLGTYKRL. The pIC50 is 4.7. (3) The compound is CO[C@@]1(NC(=O)Cc2ccc(O)cc2)C(=O)N2C(C(=O)NCc3ccccc3)=C(CSc3nnnn3C)CO[C@@H]21. The target protein (P23946) has sequence MLLLPLPLLLFLLCSRAEAGEIIGGTECKPHSRPYMAYLEIVTSNGPSKFCGGFLIRRNFVLTAAHCAGRSITVTLGAHNITEEEDTWQKLEVIKQFRHPKYNTSTLHHDIMLLKLKEKASLTLAVGTLPFPSQFNFVPPGRMCRVAGWGRTGVLKPGSDTLQEVKLRLMDPQACSHFRDFDHNLQLCVGNPRKTKSAFKGDSGGPLLCAGVAQGIVSYGRSDAKPPAVFTRISHYRPWINQILQAN. The pIC50 is 4.8.